This data is from Forward reaction prediction with 1.9M reactions from USPTO patents (1976-2016). The task is: Predict the product of the given reaction. (1) Given the reactants [F:1][C:2]1[CH:12]=[CH:11][C:5]([C:6]([N:8]([CH3:10])[CH3:9])=[O:7])=[CH:4][C:3]=1[C:13]1[N:14]=[N:15][C:16]([CH3:19])=[CH:17][CH:18]=1.[Cl:20]N1C(=O)N(Cl)C(=O)N(Cl)C1=O, predict the reaction product. The product is: [Cl:20][CH2:19][C:16]1[N:15]=[N:14][C:13]([C:3]2[CH:4]=[C:5]([CH:11]=[CH:12][C:2]=2[F:1])[C:6]([N:8]([CH3:9])[CH3:10])=[O:7])=[CH:18][CH:17]=1. (2) Given the reactants Br[C:2]1[CH:7]=[CH:6][C:5]([NH:8][S:9]([C:12]2[S:16][C:15]3[CH:17]=[CH:18][C:19]([F:21])=[CH:20][C:14]=3[C:13]=2[CH3:22])(=[O:11])=[O:10])=[C:4]([C:23]([F:26])([F:25])[F:24])[CH:3]=1.[N:27]1[CH:32]=[CH:31][C:30](B(O)O)=[CH:29][CH:28]=1, predict the reaction product. The product is: [N:27]1[CH:32]=[CH:31][C:30]([C:2]2[CH:7]=[CH:6][C:5]([NH:8][S:9]([C:12]3[S:16][C:15]4[CH:17]=[CH:18][C:19]([F:21])=[CH:20][C:14]=4[C:13]=3[CH3:22])(=[O:10])=[O:11])=[C:4]([C:23]([F:26])([F:24])[F:25])[CH:3]=2)=[CH:29][CH:28]=1. (3) Given the reactants Cl[C:2]1[C:7]([CH2:8][O:9][C:10]2[CH:15]=[C:14]([CH:16]([CH3:18])[CH3:17])[CH:13]=[CH:12][C:11]=2[CH3:19])=[C:6]([CH3:20])[N:5]=[C:4]([C:21]2[C:26]([CH2:27][CH3:28])=[CH:25][CH:24]=[CH:23][C:22]=2[CH2:29][CH3:30])[N:3]=1.CC1(C)C(C)(C)OB([C:39]2[CH2:44][CH2:43][N:42]([C:45](OC(C)(C)C)=O)[CH2:41][CH:40]=2)O1.C([O-])([O-])=O.[K+].[K+].C[N:60]([CH:62]=[O:63])C, predict the reaction product. The product is: [CH2:27]([C:26]1[CH:25]=[CH:24][CH:23]=[C:22]([CH2:29][CH3:30])[C:21]=1[C:4]1[N:3]=[C:2]([C:39]2[CH2:44][CH2:43][N:42]([CH2:45][C:62]([NH2:60])=[O:63])[CH2:41][CH:40]=2)[C:7]([CH2:8][O:9][C:10]2[CH:15]=[C:14]([CH:16]([CH3:18])[CH3:17])[CH:13]=[CH:12][C:11]=2[CH3:19])=[C:6]([CH3:20])[N:5]=1)[CH3:28]. (4) Given the reactants [NH:1]1[CH:5]2[CH2:6][CH2:7][CH2:8][CH2:9][CH:4]2[N:3]=[C:2]1[C:10]1[C:22]2[C:21]3[C:16](=[CH:17][CH:18]=[CH:19][CH:20]=3)[C:15](=[O:23])[C:14]=2[CH:13]=[CH:12][CH:11]=1.O, predict the reaction product. The product is: [NH:1]1[C:5]2[CH2:6][CH2:7][CH2:8][CH2:9][C:4]=2[N:3]=[C:2]1[C:10]1[C:22]2[C:21]3[C:16](=[CH:17][CH:18]=[CH:19][CH:20]=3)[C:15](=[O:23])[C:14]=2[CH:13]=[CH:12][CH:11]=1. (5) The product is: [CH:32]1([CH2:31][O:30][C:22]2[CH:23]=[CH:24][C:25]3[O:26][CH2:27][O:28][C:29]=3[C:21]=2[C:20]2[C:15]3[NH:14][C:13]([CH3:35])=[C:12]([C:10]([NH:9][C@H:6]4[CH2:7][CH2:8][C@H:3]([NH:2][C:41](=[O:42])[C@@H:40]([OH:39])[CH3:44])[CH2:4][CH2:5]4)=[O:11])[C:16]=3[N:17]=[CH:18][N:19]=2)[CH2:34][CH2:33]1. Given the reactants Cl.[NH2:2][C@H:3]1[CH2:8][CH2:7][C@H:6]([NH:9][C:10]([C:12]2[C:16]3[N:17]=[CH:18][N:19]=[C:20]([C:21]4[C:29]5[O:28][CH2:27][O:26][C:25]=5[CH:24]=[CH:23][C:22]=4[O:30][CH2:31][CH:32]4[CH2:34][CH2:33]4)[C:15]=3[NH:14][C:13]=2[CH3:35])=[O:11])[CH2:5][CH2:4]1.C([O:39][C@@H:40]([CH3:44])[C:41](Cl)=[O:42])(=O)C, predict the reaction product. (6) Given the reactants Cl[C:2]1[N:7]=[N:6][C:5]([C:8]2[C:16]3[C:11](=[N:12][CH:13]=[CH:14][CH:15]=3)[N:10]([CH2:17][C:18]3[CH:23]=[CH:22][CH:21]=[CH:20][C:19]=3[F:24])[N:9]=2)=[N:4][C:3]=1[NH2:25].[CH3:26][O:27][C:28]1[C:33](B(O)O)=[CH:32][CH:31]=[CH:30][N:29]=1.C(=O)([O-])[O-].[K+].[K+].C1(P(C2CCCCC2)C2CCCCC2)CCCCC1, predict the reaction product. The product is: [F:24][C:19]1[CH:20]=[CH:21][CH:22]=[CH:23][C:18]=1[CH2:17][N:10]1[C:11]2=[N:12][CH:13]=[CH:14][CH:15]=[C:16]2[C:8]([C:5]2[N:6]=[N:7][C:2]([C:33]3[C:28]([O:27][CH3:26])=[N:29][CH:30]=[CH:31][CH:32]=3)=[C:3]([NH2:25])[N:4]=2)=[N:9]1. (7) Given the reactants [C:1]([O:5][C:6]([NH:8][C:9]1[CH:14]=[CH:13][C:12]([S:15][C:16]2[CH:24]=[CH:23][C:19]([C:20](O)=[O:21])=[CH:18][C:17]=2[NH:25][C:26]2[C:27]3[CH:35]=[CH:34][C:33]([CH:36]([CH3:38])[CH3:37])=[N:32][C:28]=3[N:29]=[CH:30][N:31]=2)=[CH:11][CH:10]=1)=[O:7])([CH3:4])([CH3:3])[CH3:2].[CH3:39][CH:40]([NH2:47])[C:41]1[CH:46]=[CH:45][CH:44]=[CH:43][CH:42]=1, predict the reaction product. The product is: [C:1]([O:5][C:6](=[O:7])[NH:8][C:9]1[CH:14]=[CH:13][C:12]([S:15][C:16]2[CH:24]=[CH:23][C:19]([C:20](=[O:21])[NH:47][CH:40]([C:41]3[CH:46]=[CH:45][CH:44]=[CH:43][CH:42]=3)[CH3:39])=[CH:18][C:17]=2[NH:25][C:26]2[C:27]3[CH:35]=[CH:34][C:33]([CH:36]([CH3:37])[CH3:38])=[N:32][C:28]=3[N:29]=[CH:30][N:31]=2)=[CH:11][CH:10]=1)([CH3:3])([CH3:4])[CH3:2]. (8) Given the reactants [C:1]([C:3]1[CH:4]=[C:5]([CH:8]=[CH:9][CH:10]=1)[CH2:6][OH:7])#[N:2].C(N(CC)CC)C.[CH3:18][S:19](Cl)(=[O:21])=[O:20], predict the reaction product. The product is: [CH3:18][S:19]([O:7][CH2:6][C:5]1[CH:8]=[CH:9][CH:10]=[C:3]([C:1]#[N:2])[CH:4]=1)(=[O:21])=[O:20]. (9) Given the reactants C([O:4][C:5]1[CH:6]=[CH:7][C:8]2[CH:12]=[C:11]([CH2:13][CH3:14])[S:10][C:9]=2[CH:15]=1)(=O)C.[C:16](Cl)(=[O:20])C(Cl)=O.[Al+3].[Cl-].[Cl-].[Cl-].[CH3:26][NH2:27], predict the reaction product. The product is: [CH3:26][NH:27][C:16]([C:12]1[C:8]2[CH:7]=[CH:6][C:5]([OH:4])=[CH:15][C:9]=2[S:10][C:11]=1[CH2:13][CH3:14])=[O:20].